This data is from Full USPTO retrosynthesis dataset with 1.9M reactions from patents (1976-2016). The task is: Predict the reactants needed to synthesize the given product. (1) Given the product [CH:29]12[N:25]([C:22]3[CH:23]=[CH:24][C:17]([NH:16][C:12]([C:5]4[C:4](=[O:15])[C:3]5[C:8](=[CH:9][CH:10]=[CH:11][C:2]=5[CH3:1])[NH:7][CH:6]=4)=[O:14])=[C:18]([C:19]#[N:20])[CH:21]=3)[CH:26]([CH2:31][CH2:30]1)[CH2:27][CH2:28]2, predict the reactants needed to synthesize it. The reactants are: [CH3:1][C:2]1[CH:11]=[CH:10][CH:9]=[C:8]2[C:3]=1[C:4](=[O:15])[C:5]([C:12]([OH:14])=O)=[CH:6][NH:7]2.[NH2:16][C:17]1[CH:24]=[CH:23][C:22]([N:25]2[CH:29]3[CH2:30][CH2:31][CH:26]2[CH2:27][CH2:28]3)=[CH:21][C:18]=1[C:19]#[N:20].C(P1(=O)OP(CCC)(=O)OP(CCC)(=O)O1)CC.N1C=CC=CC=1. (2) The reactants are: [C:1]([C:4]1[CH:22]=[CH:21][CH:20]=[CH:19][C:5]=1[O:6][C:7]1[CH:16]=[CH:15][C:10]([C:11]([O:13][CH3:14])=[O:12])=[CH:9][C:8]=1[O:17][CH3:18])(=[O:3])[CH3:2].[BH4-].[Na+]. Given the product [OH:3][CH:1]([C:4]1[CH:22]=[CH:21][CH:20]=[CH:19][C:5]=1[O:6][C:7]1[CH:16]=[CH:15][C:10]([C:11]([O:13][CH3:14])=[O:12])=[CH:9][C:8]=1[O:17][CH3:18])[CH3:2], predict the reactants needed to synthesize it. (3) Given the product [CH:1]1([CH2:4][O:5][C:6]2[CH:14]=[CH:13][C:9]([C:10]([N:24]3[CH2:25][CH2:26][C:27]4[C:32](=[CH:31][CH:30]=[CH:29][CH:28]=4)[CH2:23]3)=[O:12])=[CH:8][C:7]=2[C:15]#[C:16][C:17]2[CH:22]=[CH:21][CH:20]=[CH:19][N:18]=2)[CH2:2][CH2:3]1, predict the reactants needed to synthesize it. The reactants are: [CH:1]1([CH2:4][O:5][C:6]2[CH:14]=[CH:13][C:9]([C:10]([OH:12])=O)=[CH:8][C:7]=2[C:15]#[C:16][C:17]2[CH:22]=[CH:21][CH:20]=[CH:19][N:18]=2)[CH2:3][CH2:2]1.[CH2:23]1[C:32]2[C:27](=[CH:28][CH:29]=[CH:30][CH:31]=2)[CH2:26][CH2:25][NH:24]1.C(N(CC)CC)C.C1C=CC2N(O)N=NC=2C=1.C(Cl)CCl. (4) Given the product [C:16]([C:13]1[CH:12]=[CH:11][C:10]([C:7]2[S:8][CH:9]=[C:2]3[C:3]=2[O:4][CH2:5][CH2:6][O:1]3)=[CH:15][CH:14]=1)#[CH:17], predict the reactants needed to synthesize it. The reactants are: [O:1]1[CH2:6][CH2:5][O:4][C:3]2=[C:7]([C:10]3[CH:15]=[CH:14][C:13]([C:16]#[C:17][Si](C)(C)C)=[CH:12][CH:11]=3)[S:8][CH:9]=[C:2]12.C(=O)([O-])[O-].[Ca+2]. (5) Given the product [CH3:22][O:21][C:18]1[CH:19]=[CH:20][C:15]([CH2:14][CH2:13][NH:12][CH:9]([C:6]2[CH:5]=[CH:4][C:3]([O:2][CH3:1])=[CH:8][CH:7]=2)[CH2:10][NH2:11])=[CH:16][CH:17]=1, predict the reactants needed to synthesize it. The reactants are: [CH3:1][O:2][C:3]1[CH:8]=[CH:7][C:6]([CH:9]([NH:12][CH2:13][CH2:14][C:15]2[CH:20]=[CH:19][C:18]([O:21][CH3:22])=[CH:17][CH:16]=2)[C:10]#[N:11])=[CH:5][CH:4]=1.[H-].[Al+3].[Li+].[H-].[H-].[H-]. (6) Given the product [F:70][C:24]([F:23])([F:69])[C:25]1[CH:26]=[C:27]([C@H:35]2[O:39][C:38](=[O:40])[N:37]([CH2:41][C:42]3[CH:47]=[C:46]([C:48]([F:49])([F:51])[F:50])[CH:45]=[CH:44][C:43]=3[C:52]3[CH:53]=[C:54]([C:59]4[CH:64]=[CH:63][C:62]([CH:65]=[O:66])=[CH:61][C:60]=4[CH3:67])[CH:55]=[CH:56][C:57]=3[Cl:58])[C@H:36]2[CH3:68])[CH:28]=[C:29]([C:31]([F:34])([F:33])[F:32])[CH:30]=1, predict the reactants needed to synthesize it. The reactants are: CC(OI1(OC(C)=O)(OC(C)=O)OC(=O)C2C=CC=CC1=2)=O.[F:23][C:24]([F:70])([F:69])[C:25]1[CH:26]=[C:27]([C@H:35]2[O:39][C:38](=[O:40])[N:37]([CH2:41][C:42]3[CH:47]=[C:46]([C:48]([F:51])([F:50])[F:49])[CH:45]=[CH:44][C:43]=3[C:52]3[C:57]([Cl:58])=[CH:56][CH:55]=[C:54]([C:59]4[CH:64]=[CH:63][C:62]([CH2:65][OH:66])=[CH:61][C:60]=4[CH3:67])[CH:53]=3)[C@H:36]2[CH3:68])[CH:28]=[C:29]([C:31]([F:34])([F:33])[F:32])[CH:30]=1.CCOC(C)=O.CCCCCC. (7) Given the product [NH:1]1[C:9]2=[N:28][CH:7]=[CH:6][CH:5]=[C:4]2[C:3]([CH:10]2[CH2:15][CH2:14][C:13](=[O:16])[CH2:12][CH2:11]2)=[CH:2]1, predict the reactants needed to synthesize it. The reactants are: [NH:1]1[C:9]2[C:4](=[CH:5][CH:6]=[CH:7]C=2)[C:3]([CH:10]2[CH2:15][CH2:14][C:13](=[O:16])[CH2:12][CH2:11]2)=[CH:2]1.O1C2(CCC(C3C4C(=CC=CC=4)N[N:28]=3)CC2)OCC1. (8) The reactants are: [CH3:1][O:2][C:3]1[C:11]2[S:10][CH:9]=[CH:8][C:7]=2[CH:6]=[CH:5][CH:4]=1.C([Li])CCC.[I:17]I. Given the product [I:17][C:9]1[S:10][C:11]2[C:3]([O:2][CH3:1])=[CH:4][CH:5]=[CH:6][C:7]=2[CH:8]=1, predict the reactants needed to synthesize it. (9) Given the product [CH:1]1([C:4]2[NH:8][N:7]=[C:6]([N:9]3[C:13]4[CH:14]=[C:15]([NH:20][C@H:21]([C:23]5[CH:28]=[CH:27][C:26]([F:29])=[CH:25][CH:24]=5)[CH3:22])[C:16]([C:18]([NH2:19])=[O:30])=[CH:17][C:12]=4[N:11]=[CH:10]3)[CH:5]=2)[CH2:3][CH2:2]1, predict the reactants needed to synthesize it. The reactants are: [CH:1]1([C:4]2[NH:8][N:7]=[C:6]([N:9]3[C:13]4[CH:14]=[C:15]([NH:20][C@H:21]([C:23]5[CH:28]=[CH:27][C:26]([F:29])=[CH:25][CH:24]=5)[CH3:22])[C:16]([C:18]#[N:19])=[CH:17][C:12]=4[N:11]=[CH:10]3)[CH:5]=2)[CH2:3][CH2:2]1.[OH-:30].[K+].